From a dataset of Full USPTO retrosynthesis dataset with 1.9M reactions from patents (1976-2016). Predict the reactants needed to synthesize the given product. (1) Given the product [CH:1]([N:14]1[CH2:17][C@@H:16]([O:18][CH3:21])[C@@H:15]1[CH3:19])([C:8]1[CH:13]=[CH:12][CH:11]=[CH:10][CH:9]=1)[C:2]1[CH:3]=[CH:4][CH:5]=[CH:6][CH:7]=1, predict the reactants needed to synthesize it. The reactants are: [CH:1]([N:14]1[CH2:17][C@@H:16]([OH:18])[C@@H:15]1[CH3:19])([C:8]1[CH:13]=[CH:12][CH:11]=[CH:10][CH:9]=1)[C:2]1[CH:7]=[CH:6][CH:5]=[CH:4][CH:3]=1.I[CH3:21].[H-].[Na+].O. (2) Given the product [Cl:28][C:29]1[CH:34]=[CH:33][C:32]([C:35]2[N:36]=[C:37]3[CH:42]=[CH:41][CH:40]=[N:39][N:38]3[C:43]=2[CH2:44][N:45]2[CH:49]=[CH:48][N:47]=[C:46]2[C:50]([NH2:2])=[O:52])=[CH:31][CH:30]=1, predict the reactants needed to synthesize it. The reactants are: C[NH:2]C(C1N(CC2N3C=C(C)C=CC3=NC=2C2C=CC(C)=CC=2)N=CN=1)=O.[Cl:28][C:29]1[CH:34]=[CH:33][C:32]([C:35]2[N:36]=[C:37]3[CH:42]=[CH:41][CH:40]=[N:39][N:38]3[C:43]=2[CH2:44][N:45]2[CH:49]=[CH:48][N:47]=[C:46]2[C:50]([O:52]C)=O)=[CH:31][CH:30]=1.N. (3) Given the product [O:29]1[C:33]2[CH:34]=[CH:35][C:36]([C:2]3[C:7](=[O:8])[N:6]([CH2:9][C:10]4[CH:15]=[CH:14][C:13]([C:16]5[C:17]([C:22]#[N:23])=[CH:18][CH:19]=[CH:20][CH:21]=5)=[CH:12][CH:11]=4)[C:5]([CH2:24][CH2:25][CH3:26])=[N:4][C:3]=3[CH2:27][CH3:28])=[CH:37][C:32]=2[CH2:31][CH2:30]1, predict the reactants needed to synthesize it. The reactants are: Br[C:2]1[C:7](=[O:8])[N:6]([CH2:9][C:10]2[CH:15]=[CH:14][C:13]([C:16]3[C:17]([C:22]#[N:23])=[CH:18][CH:19]=[CH:20][CH:21]=3)=[CH:12][CH:11]=2)[C:5]([CH2:24][CH2:25][CH3:26])=[N:4][C:3]=1[CH2:27][CH3:28].[O:29]1[C:33]2[CH:34]=[CH:35][C:36](B(O)O)=[CH:37][C:32]=2[CH2:31][CH2:30]1.C(=O)([O-])[O-].[Cs+].[Cs+]. (4) Given the product [CH:27]1([NH:33][CH2:6][CH2:7][CH2:8][N:9]2[CH2:13][CH2:12][N:11]([CH2:14][CH2:15][N:16]3[CH2:21][CH2:20][CH2:19][CH2:18][CH2:17]3)[C:10]2=[C:22]([C:25]#[N:26])[C:23]#[N:24])[CH2:32][CH2:31][CH2:30][CH2:29][CH2:28]1, predict the reactants needed to synthesize it. The reactants are: CS(O[CH2:6][CH2:7][CH2:8][N:9]1[CH2:13][CH2:12][N:11]([CH2:14][CH2:15][N:16]2[CH2:21][CH2:20][CH2:19][CH2:18][CH2:17]2)[C:10]1=[C:22]([C:25]#[N:26])[C:23]#[N:24])(=O)=O.[CH:27]1([NH2:33])[CH2:32][CH2:31][CH2:30][CH2:29][CH2:28]1.[I-].[K+].O. (5) Given the product [C:1]([C:4]1[CH:13]([C:14]2[CH:15]=[CH:16][CH:17]=[C:18]3[C:23]=2[O:22][C:21]([CH3:24])=[CH:20][C:19]3=[O:25])[C:12]2[C:7](=[CH:8][CH:9]=[N:10][C:11]=2[O:26][CH2:34][CH3:35])[NH:6][C:5]=1[CH3:27])(=[O:3])[CH3:2], predict the reactants needed to synthesize it. The reactants are: [C:1]([C:4]1[CH:13]([C:14]2[CH:15]=[CH:16][CH:17]=[C:18]3[C:23]=2[O:22][C:21]([CH3:24])=[CH:20][C:19]3=[O:25])[C:12]2[C:11](=[O:26])[NH:10][CH:9]=[CH:8][C:7]=2[NH:6][C:5]=1[CH3:27])(=[O:3])[CH3:2].FC(F)(F)S(O[CH2:34][CH3:35])(=O)=O.CO. (6) Given the product [N:4]([C:5]1[CH:6]=[C:7]([CH:11]=[CH:12][C:13]=1[CH3:14])[C:8]([OH:10])=[O:9])=[C:1]=[S:3], predict the reactants needed to synthesize it. The reactants are: [C:1](=[S:3])=S.[NH2:4][C:5]1[CH:6]=[C:7]([CH:11]=[CH:12][C:13]=1[CH3:14])[C:8]([OH:10])=[O:9].C(N(CC)CC)C.II.Cl.S([O-])([O-])=O.[Na+].[Na+]. (7) Given the product [ClH:28].[NH2:3][C:4]([CH:15]1[CH2:16][CH2:17][N:18]([C:33](=[O:34])[C:32]2[CH:36]=[CH:37][C:29]([Cl:28])=[CH:30][CH:31]=2)[CH2:19][CH2:20]1)([CH2:8][CH2:9][CH2:10][CH2:11][B:12]([OH:14])[OH:13])[C:5]([OH:7])=[O:6], predict the reactants needed to synthesize it. The reactants are: Cl.Cl.[NH2:3][C:4]([CH:15]1[CH2:20][CH2:19][NH:18][CH2:17][CH2:16]1)([CH2:8][CH2:9][CH2:10][CH2:11][B:12]([OH:14])[OH:13])[C:5]([OH:7])=[O:6].C(N(CC)CC)C.[Cl:28][C:29]1[CH:37]=[CH:36][C:32]([C:33](Cl)=[O:34])=[CH:31][CH:30]=1. (8) Given the product [C:1]([O:5][C:6](=[O:31])[NH:7][C:8]1([C:12]2[CH:17]=[CH:16][C:15]([C:18]3[C:23]([C:24]4[CH:25]=[CH:26][CH:27]=[CH:28][CH:29]=4)=[CH:22][N:21]4[CH:33]=[C:34]([C:36]5[CH:41]=[CH:40][CH:39]=[CH:38][CH:37]=5)[N:30]=[C:20]4[N:19]=3)=[CH:14][CH:13]=2)[CH2:11][CH2:10][CH2:9]1)([CH3:4])([CH3:2])[CH3:3], predict the reactants needed to synthesize it. The reactants are: [C:1]([O:5][C:6](=[O:31])[NH:7][C:8]1([C:12]2[CH:17]=[CH:16][C:15]([C:18]3[C:23]([C:24]4[CH:29]=[CH:28][CH:27]=[CH:26][CH:25]=4)=[CH:22][N:21]=[C:20]([NH2:30])[N:19]=3)=[CH:14][CH:13]=2)[CH2:11][CH2:10][CH2:9]1)([CH3:4])([CH3:3])[CH3:2].Br[CH2:33][C:34]([C:36]1[CH:41]=[CH:40][CH:39]=[CH:38][CH:37]=1)=O. (9) The reactants are: [Br:1][C:2]1[CH:11]=[CH:10][C:5]([C:6](OC)=[O:7])=[CH:4][C:3]=1[O:12][C:13]([F:16])([F:15])[F:14].CC(C[AlH]CC(C)C)C.O. Given the product [Br:1][C:2]1[CH:11]=[CH:10][C:5]([CH2:6][OH:7])=[CH:4][C:3]=1[O:12][C:13]([F:14])([F:16])[F:15], predict the reactants needed to synthesize it. (10) Given the product [N:3]1[CH:4]=[CH:5][CH:6]=[CH:7][C:2]=1[C:16]1[CH:21]=[N:20][C:19]([C:22]([OH:24])=[O:23])=[CH:18][CH:17]=1, predict the reactants needed to synthesize it. The reactants are: Br[C:2]1[CH:7]=[CH:6][CH:5]=[CH:4][N:3]=1.CC1(C)C(C)(C)OB([C:16]2[CH:17]=[CH:18][C:19]([C:22]([O:24]C)=[O:23])=[N:20][CH:21]=2)O1.C(=O)([O-])[O-].[Na+].[Na+].COCCOC.